This data is from Peptide-MHC class I binding affinity with 185,985 pairs from IEDB/IMGT. The task is: Regression. Given a peptide amino acid sequence and an MHC pseudo amino acid sequence, predict their binding affinity value. This is MHC class I binding data. (1) The peptide sequence is LFSGVSWVMK. The MHC is HLA-A32:01 with pseudo-sequence HLA-A32:01. The binding affinity (normalized) is 0.147. (2) The peptide sequence is IFLIITKVF. The MHC is HLA-A02:03 with pseudo-sequence HLA-A02:03. The binding affinity (normalized) is 0.0847.